Dataset: NCI-60 drug combinations with 297,098 pairs across 59 cell lines. Task: Regression. Given two drug SMILES strings and cell line genomic features, predict the synergy score measuring deviation from expected non-interaction effect. Drug 1: C1=NC(=NC(=O)N1C2C(C(C(O2)CO)O)O)N. Drug 2: C1=CN(C=N1)CC(O)(P(=O)(O)O)P(=O)(O)O. Cell line: MOLT-4. Synergy scores: CSS=11.2, Synergy_ZIP=-3.62, Synergy_Bliss=5.17, Synergy_Loewe=-5.78, Synergy_HSA=0.449.